From a dataset of Catalyst prediction with 721,799 reactions and 888 catalyst types from USPTO. Predict which catalyst facilitates the given reaction. (1) Reactant: [CH3:1][C:2]1[S:3][C:4]2[CH:10]=[CH:9][CH:8]=[CH:7][C:5]=2[N:6]=1.[CH2:11]([O:13][CH:14]([O:17][CH2:18][CH3:19])[CH:15]=[CH2:16])[CH3:12].C(O)(=O)C. Product: [CH2:11]([O:13][CH:14]([O:17][CH2:18][CH3:19])[CH2:15][CH2:16][SH:3]1[C:4]2[CH:10]=[CH:9][CH:8]=[CH:7][C:5]=2[N:6]=[C:2]1[CH3:1])[CH3:12]. The catalyst class is: 10. (2) Reactant: Br[C:2]1[CH:3]=[C:4]([CH2:16][N:17]([CH3:25])[C:18](=[O:24])[O:19][C:20]([CH3:23])([CH3:22])[CH3:21])[S:5][C:6]=1[S:7]([C:10]1[CH:15]=[CH:14][CH:13]=[CH:12][CH:11]=1)(=[O:9])=[O:8].[CH3:26][N:27]1[C:31]([Sn](CCCC)(CCCC)CCCC)=[CH:30][CH:29]=[N:28]1. Product: [CH3:25][N:17]([CH2:16][C:4]1[S:5][C:6]([S:7]([C:10]2[CH:15]=[CH:14][CH:13]=[CH:12][CH:11]=2)(=[O:9])=[O:8])=[C:2]([C:31]2[N:27]([CH3:26])[N:28]=[CH:29][CH:30]=2)[CH:3]=1)[C:18](=[O:24])[O:19][C:20]([CH3:23])([CH3:22])[CH3:21]. The catalyst class is: 741.